The task is: Regression. Given a peptide amino acid sequence and an MHC pseudo amino acid sequence, predict their binding affinity value. This is MHC class II binding data.. This data is from Peptide-MHC class II binding affinity with 134,281 pairs from IEDB. The peptide sequence is AHKVAATAANAAPAN. The MHC is HLA-DPA10103-DPB10301 with pseudo-sequence HLA-DPA10103-DPB10301. The binding affinity (normalized) is 0.478.